This data is from Experimentally validated miRNA-target interactions with 360,000+ pairs, plus equal number of negative samples. The task is: Binary Classification. Given a miRNA mature sequence and a target amino acid sequence, predict their likelihood of interaction. (1) The miRNA is hsa-miR-335-5p with sequence UCAAGAGCAAUAACGAAAAAUGU. Result: 1 (interaction). The protein sequence of the target gene is MGAQLCFEANAKAPREALRFHAEAKGAQVRLDTRGCIAHRRTTFHDGIVFSQRPVRLGERVALRVLREESGWCGGLRVGFTRLDPACVSVPSLPPFLCPDLEEQSPTWAAVLPEGCALTGDLVRFWVDRRGCLFAKVNAGCRLLLREGVPVGAPLWAVMDVYGTTKAIELLDPTASRLPTPMPWDLSNKAVPEPKATPGEECAICFYHAANTRLVPCGHTYFCRYCAWRVFSDTAKCPVCRWQIEAVAPAQGPPALRVEEGS. (2) The miRNA is mmu-miR-3068-5p with sequence UUGGAGUUCAUGCAAGUUCUAACC. The protein sequence of the target gene is MAQAHRTPQPRAAPSQPRVFKLVLLGSGSVGKSSLALRYVKNDFKSILPTVGCAFFTKVVDVGATSLKLEIWDTAGQEKYHSVCHLYFRGANAALLVYDITRKDSFLKAQQWLKDLEEELHPGEVLVMLVGNKTDLSQEREVTFQEGKEFADSQKLLFMETSAKLNHQVSEVFNTVAQELLQRSDEEGQALRGDAAVALNKGPARQAKCCAH. Result: 0 (no interaction).